From a dataset of Full USPTO retrosynthesis dataset with 1.9M reactions from patents (1976-2016). Predict the reactants needed to synthesize the given product. Given the product [C:26]([N:23]1[CH2:24][CH2:25][N:20]([CH2:19][C:17]2[CH:16]=[CH:15][N:14]=[C:13]([C:5]3[CH:6]=[C:7]([O:11][CH3:12])[C:8]([O:9][CH3:10])=[C:3]([O:2][CH3:1])[CH:4]=3)[CH:18]=2)[CH2:21][CH2:22]1)(=[O:35])[CH:27]=[CH:28][C:29]1[CH:34]=[CH:33][CH:32]=[CH:31][CH:30]=1, predict the reactants needed to synthesize it. The reactants are: [CH3:1][O:2][C:3]1[CH:4]=[C:5]([C:13]2[CH:18]=[C:17]([CH2:19][N:20]3[CH2:25][CH2:24][NH:23][CH2:22][CH2:21]3)[CH:16]=[CH:15][N:14]=2)[CH:6]=[C:7]([O:11][CH3:12])[C:8]=1[O:9][CH3:10].[C:26](Cl)(=[O:35])[CH:27]=[CH:28][C:29]1[CH:34]=[CH:33][CH:32]=[CH:31][CH:30]=1.